Dataset: Catalyst prediction with 721,799 reactions and 888 catalyst types from USPTO. Task: Predict which catalyst facilitates the given reaction. Reactant: P(Cl)(Cl)([Cl:3])=O.[NH2:6][C:7]1[C:12]([O:13]CC2C=CC=CC=2)=[CH:11][CH:10]=[CH:9][N:8]=1.[C:21]([CH:24]1[CH2:29][CH2:28]O[C:25]1=[O:26])(=O)[CH3:22].O. Product: [Cl:3][CH2:28][CH2:29][C:24]1[C:25](=[O:26])[N:8]2[CH:9]=[CH:10][CH:11]=[C:12]([OH:13])[C:7]2=[N:6][C:21]=1[CH3:22]. The catalyst class is: 11.